From a dataset of Experimentally validated miRNA-target interactions with 360,000+ pairs, plus equal number of negative samples. Binary Classification. Given a miRNA mature sequence and a target amino acid sequence, predict their likelihood of interaction. (1) The miRNA is cel-miR-268 with sequence GGCAAGAAUUAGAAGCAGUUUGGU. The protein sequence of the target gene is MASRVTDAIVWYQKKIGAYDQQIWEKSVEQREIKGLRNKPKKTAHVKPDLIDVDLVRGSAFAKAKPESPWTSLTRKGIVRVVFFPFFSRWWLQVTSRVIFSWLLVLYLLQVAAIVLFCSAPSPHSIPLTEVIGPIWLMLLLGTVHCQIVSTRTPKPPLGTGGKRRRKLRKAAHLEVHREGDGSSTTDNTQEGAVQSYGAGAPYSVGTVFRDLWLAAFFLSGSKKAKNSIDKSTETDNGYVSLDGKRTVKSSEDGAQYHELQCETVGPEDAAWATRTPRSVPAKDTQRKITNVSDEVSSEE.... Result: 0 (no interaction). (2) The miRNA is dre-let-7a with sequence UGAGGUAGUAGGUUGUAUAGUU. The protein sequence of the target gene is MSHVAVENALGLDQQFAGLDLNSSDNQSGGSTASKGRYIPPHLRNREATKGFYDKDSSGWSSSKDKDAYSSFGSRGDSRGKSSFFGDRGSGSRGRFDDRGRGDYDGIGGRGDRSGFGKFERGGNSRWCDKSDEDDWSKPLPPSERLEQELFSGGNTGINFEKYDDIPVEATGNNCPPHIESFSDVEMGEIIMGNIELTRYTRPTPVQKHAIPIIKEKRDLMACAQTGSGKTAAFLLPILSQIYADGPGEALRAMKENGRYGRRKQYPISLVLAPTRELAVQIYEEARKFSYRSRVRPCVV.... Result: 0 (no interaction). (3) The miRNA is hsa-miR-222-5p with sequence CUCAGUAGCCAGUGUAGAUCCU. The protein sequence of the target gene is MLGWCEAIARNPHRIPNTTRTPETSGDVADASQTSTLNEKSPGRSASRSSNISKASSPTTGTAPRSQSRLSVCPSTQDICRICHCEGDEESPLITPCRCTGTLRFVHQSCLHQWIKSSDTRCCELCKYDFIMETKLKPLRKWEKLQMTTSERRKIFCSVTFHVIAVTCVVWSLYVLIDRTAEEIKQGNDNGVLEWPFWTKLVVVAIGFTGGLVFMYVQCKVYVQLWRRLKAYNRVIFVQNCPDTANKLEKNFPCNVNTEIKDAVVVPVPQTGSNTLPTAEGAPPEVIPV. Result: 0 (no interaction). (4) The miRNA is hsa-miR-5193 with sequence UCCUCCUCUACCUCAUCCCAGU. The protein sequence of the target gene is MEPAAGIQRRSSQGPTVPPPPRGHAPPAAAPGPAPLSSPVREPPQLEEERQVRISESGQFSDGLEDRGLLESSTRLKPHEAQNYRKKALWVSWFSIIVTLALAVAAFTVSVMRYSASAFGFAFDAILDVLSSAIVLWRYSNAAAVHSAHREYIACVILGVIFLLSSICIVVKAIHDLSTRLLPEVDDFLFSVSILSGILCSILAVLKFMLGKVLTSRALITDGFNSLVGGVMGFSILLSAEVFKHDSAVWYLDGSIGVLIGLTIFAYGVKLLIDMVPRVRQTRHYEMFE. Result: 0 (no interaction).